Dataset: Full USPTO retrosynthesis dataset with 1.9M reactions from patents (1976-2016). Task: Predict the reactants needed to synthesize the given product. (1) Given the product [CH3:26][C:16]1[CH:21]=[CH:20][C:19]([S:22]([NH:6][C:5]2[CH:7]=[CH:8][C:2]([N:29]3[CH2:28][CH:27]4[CH:31]([CH:32]4[NH:33][C:34](=[O:40])[O:35][C:36]([CH3:37])([CH3:39])[CH3:38])[CH2:30]3)=[CH:3][CH:4]=2)(=[O:24])=[O:23])=[CH:18][CH:17]=1, predict the reactants needed to synthesize it. The reactants are: F[C:2]1[CH:8]=[CH:7][C:5]([NH2:6])=[CH:4][CH:3]=1.C(N(CC)CC)C.[C:16]1([CH3:26])[CH:21]=[CH:20][C:19]([S:22](Cl)(=[O:24])=[O:23])=[CH:18][CH:17]=1.[CH:27]12[CH:32]([NH:33][C:34](=[O:40])[O:35][C:36]([CH3:39])([CH3:38])[CH3:37])[CH:31]1[CH2:30][NH:29][CH2:28]2.C(=O)([O-])[O-].[K+].[K+]. (2) Given the product [OH:15][C:4]1([CH2:1][CH2:2][CH2:3][OH:16])[CH2:7][N:6]([C:8]([O:10][C:11]([CH3:14])([CH3:13])[CH3:12])=[O:9])[CH2:5]1, predict the reactants needed to synthesize it. The reactants are: [CH2:1]([C:4]1([OH:15])[CH2:7][N:6]([C:8]([O:10][C:11]([CH3:14])([CH3:13])[CH3:12])=[O:9])[CH2:5]1)[CH:2]=[CH2:3].[OH-:16].[Na+].OO. (3) Given the product [C:9]1([OH:13])[C:10]2[C:5](=[CH:4][CH:3]=[CH:2][CH:11]=2)[CH:6]=[CH:7][N:8]=1, predict the reactants needed to synthesize it. The reactants are: Br[C:2]1[CH:11]=[C:10]2[C:5]([CH:6]=[CH:7][N:8]=[CH:9]2)=[CH:4][CH:3]=1.C(=O)=[O:13].C(O)(C)C.[Li]CCCC.CN(CCN(C)C)C. (4) The reactants are: CC1C=CC(S(O[CH2:12][CH:13]2[CH2:17][C:16]3[CH:18]=[CH:19][CH:20]=[C:21]([C:22]4[CH:23]=[N:24][CH:25]=[CH:26][CH:27]=4)[C:15]=3[O:14]2)(=O)=O)=CC=1.[CH3:28][NH2:29]. Given the product [CH3:28][NH:29][CH2:12][CH:13]1[CH2:17][C:16]2[CH:18]=[CH:19][CH:20]=[C:21]([C:22]3[CH:23]=[N:24][CH:25]=[CH:26][CH:27]=3)[C:15]=2[O:14]1, predict the reactants needed to synthesize it. (5) Given the product [CH:25]([C:28]1[CH:33]=[CH:32][CH:31]=[C:30]([CH:34]([CH3:35])[CH3:36])[C:29]=1[NH:37][C:38](=[O:39])[N:10]([CH2:9][C:4]1[CH:5]=[CH:6][CH:7]=[CH:8][C:3]=1[O:2][CH3:1])[C:11]1[CH:12]=[CH:13][C:14]([CH2:17][CH2:18][CH2:19][CH2:20][CH2:21][CH2:22][CH2:23][CH3:24])=[CH:15][CH:16]=1)([CH3:26])[CH3:27], predict the reactants needed to synthesize it. The reactants are: [CH3:1][O:2][C:3]1[CH:8]=[CH:7][CH:6]=[CH:5][C:4]=1[CH2:9][NH:10][C:11]1[CH:16]=[CH:15][C:14]([CH2:17][CH2:18][CH2:19][CH2:20][CH2:21][CH2:22][CH2:23][CH3:24])=[CH:13][CH:12]=1.[CH:25]([C:28]1[CH:33]=[CH:32][CH:31]=[C:30]([CH:34]([CH3:36])[CH3:35])[C:29]=1[N:37]=[C:38]=[O:39])([CH3:27])[CH3:26].